This data is from Peptide-MHC class I binding affinity with 185,985 pairs from IEDB/IMGT. The task is: Regression. Given a peptide amino acid sequence and an MHC pseudo amino acid sequence, predict their binding affinity value. This is MHC class I binding data. The peptide sequence is KTRRYLPAI. The MHC is HLA-A32:01 with pseudo-sequence HLA-A32:01. The binding affinity (normalized) is 0.584.